Dataset: Forward reaction prediction with 1.9M reactions from USPTO patents (1976-2016). Task: Predict the product of the given reaction. (1) Given the reactants [Br:1][C:2]1[CH:3]=[C:4]2[C:9](=[CH:10][CH:11]=1)[C:8]([OH:12])=[N:7][CH2:6][CH2:5]2.[CH2:13](Br)[CH2:14][C:15]1[CH:20]=[CH:19][CH:18]=[CH:17][CH:16]=1.[OH-].[Na+], predict the reaction product. The product is: [Br:1][C:2]1[CH:3]=[C:4]2[C:9](=[CH:10][CH:11]=1)[C:8](=[O:12])[N:7]([CH2:13][CH2:14][C:15]1[CH:20]=[CH:19][CH:18]=[CH:17][CH:16]=1)[CH2:6][CH2:5]2. (2) Given the reactants C(O)C.[CH2:4]([C:6]1([C:9]2[CH:16]=[CH:15][C:12]([CH:13]=[O:14])=[CH:11][CH:10]=2)[CH2:8][CH2:7]1)[CH3:5].[BH4-].[K+], predict the reaction product. The product is: [CH2:4]([C:6]1([C:9]2[CH:10]=[CH:11][C:12]([CH2:13][OH:14])=[CH:15][CH:16]=2)[CH2:7][CH2:8]1)[CH3:5]. (3) Given the reactants C([O:3][C:4](=[O:36])[C:5]([O:8][C:9]1[CH:14]=[CH:13][C:12]([O:15][CH2:16][CH2:17][C:18]2[N:19]=[C:20]([C:24]3[CH:25]=[C:26]([C:30]4[CH:35]=[CH:34][CH:33]=[CH:32][CH:31]=4)[CH:27]=[CH:28][CH:29]=3)[S:21][C:22]=2[CH3:23])=[CH:11][CH:10]=1)([CH3:7])[CH3:6])C.[OH-].[Na+], predict the reaction product. The product is: [C:26]1([C:30]2[CH:35]=[CH:34][CH:33]=[CH:32][CH:31]=2)[CH:27]=[CH:28][CH:29]=[C:24]([C:20]2[S:21][C:22]([CH3:23])=[C:18]([CH2:17][CH2:16][O:15][C:12]3[CH:13]=[CH:14][C:9]([O:8][C:5]([CH3:7])([CH3:6])[C:4]([OH:36])=[O:3])=[CH:10][CH:11]=3)[N:19]=2)[CH:25]=1. (4) The product is: [CH3:44][O:45][N:46]=[C:1]([C:2]1[CH:7]=[CH:6][CH:5]=[CH:4][CH:3]=1)[C:9]1[CH:43]=[CH:42][C:12]2[N:13]([CH2:17][CH2:18][O:19][C:20]3[CH:21]=[CH:22][C:23]([CH2:26][CH:27]([NH:32][C:33](=[O:41])[CH2:34][C:35]4[CH:36]=[CH:37][CH:38]=[CH:39][CH:40]=4)[C:28]([O:30][CH3:31])=[O:29])=[CH:24][CH:25]=3)[C:14](=[O:16])[S:15][C:11]=2[CH:10]=1. Given the reactants [C:1]([C:9]1[CH:43]=[CH:42][C:12]2[N:13]([CH2:17][CH2:18][O:19][C:20]3[CH:25]=[CH:24][C:23]([CH2:26][CH:27]([NH:32][C:33](=[O:41])[CH2:34][C:35]4[CH:40]=[CH:39][CH:38]=[CH:37][CH:36]=4)[C:28]([O:30][CH3:31])=[O:29])=[CH:22][CH:21]=3)[C:14](=[O:16])[S:15][C:11]=2[CH:10]=1)(=O)[C:2]1[CH:7]=[CH:6][CH:5]=[CH:4][CH:3]=1.[CH3:44][O:45][NH2:46], predict the reaction product.